This data is from hERG potassium channel inhibition data for cardiac toxicity prediction from Karim et al.. The task is: Regression/Classification. Given a drug SMILES string, predict its toxicity properties. Task type varies by dataset: regression for continuous values (e.g., LD50, hERG inhibition percentage) or binary classification for toxic/non-toxic outcomes (e.g., AMES mutagenicity, cardiotoxicity, hepatotoxicity). Dataset: herg_karim. (1) The compound is CCOC(=O)C1CCCN(C(=N)c2ccc(C(=O)Nc3ccc(Cl)cc3C(=O)Nc3ccc(Cl)cn3)cc2)C1. The result is 1 (blocker). (2) The drug is COC(C)(C)CCOc1ccc(CN2CCC(NC(=O)c3cc(=O)c4ccc(F)cc4o3)CC2)cc1. The result is 1 (blocker). (3) The drug is Clc1ccccc1C(c1ccccc1)(c1ccccc1)n1ccnc1. The result is 1 (blocker). (4) The drug is CCN(CC)C(=O)c1ccc(C(=C2CCN(Cc3ccc(F)cc3)CC2)c2cccnc2)cc1. The result is 1 (blocker).